Dataset: Forward reaction prediction with 1.9M reactions from USPTO patents (1976-2016). Task: Predict the product of the given reaction. (1) Given the reactants [NH2:1][C@H:2]([C:4]1[CH:5]=[C:6]([NH:10][CH2:11][C:12]2[CH:13]=[N:14][CH:15]=[CH:16][CH:17]=2)[CH:7]=[CH:8][CH:9]=1)[CH3:3].[Cl:18][C:19]1[CH:20]=[C:21]([CH:27]=[CH:28][CH:29]=1)[CH:22]=[CH:23][C:24](O)=[O:25].C(N(CC)CC)C, predict the reaction product. The product is: [Cl:18][C:19]1[CH:20]=[C:21]([CH:22]=[CH:23][C:24]([NH:1][C@H:2]([C:4]2[CH:9]=[CH:8][CH:7]=[C:6]([NH:10][CH2:11][C:12]3[CH:13]=[N:14][CH:15]=[CH:16][CH:17]=3)[CH:5]=2)[CH3:3])=[O:25])[CH:27]=[CH:28][CH:29]=1. (2) Given the reactants Cl.[F:2][C:3]1[CH:4]=[C:5]([NH:10][C:11]2[CH:16]=[CH:15][N:14]=[C:13]([NH:17][C:18]3[CH:23]=[CH:22][C:21]([S:24]([Cl:27])(=[O:26])=[O:25])=[CH:20][CH:19]=3)[N:12]=2)[CH:6]=[CH:7][C:8]=1[F:9].C(OC([N:35]1[CH2:40][CH2:39][CH:38]([NH:41][CH3:42])[CH2:37][CH2:36]1)=O)(C)(C)C, predict the reaction product. The product is: [ClH:27].[F:2][C:3]1[CH:4]=[C:5]([NH:10][C:11]2[CH:16]=[CH:15][N:14]=[C:13]([NH:17][C:18]3[CH:23]=[CH:22][C:21]([S:24]([N:41]([CH3:42])[CH:38]4[CH2:39][CH2:40][NH:35][CH2:36][CH2:37]4)(=[O:26])=[O:25])=[CH:20][CH:19]=3)[N:12]=2)[CH:6]=[CH:7][C:8]=1[F:9]. (3) Given the reactants [Si:1]([O:8][C:9]1[CH:10]=[C:11]([CH:14]=[CH:15][C:16]=1[O:17][CH3:18])[CH:12]=O)([C:4]([CH3:7])([CH3:6])[CH3:5])([CH3:3])[CH3:2].Cl.[NH2:20][C:21]1([C:24]([O:26][CH3:27])=[O:25])[CH2:23][CH2:22]1, predict the reaction product. The product is: [Si:1]([O:8][C:9]1[CH:10]=[C:11]([CH:14]=[CH:15][C:16]=1[O:17][CH3:18])[CH2:12][NH:20][C:21]1([C:24]([O:26][CH3:27])=[O:25])[CH2:23][CH2:22]1)([C:4]([CH3:7])([CH3:6])[CH3:5])([CH3:3])[CH3:2]. (4) Given the reactants C[O:2][C:3](=[O:23])[C:4]1[CH:9]=[CH:8][C:7]([O:10][CH3:11])=[C:6]([O:12][CH2:13][CH2:14][C:15]2[CH:20]=[CH:19][CH:18]=[C:17]([C:21]#[N:22])[CH:16]=2)[CH:5]=1.[OH-].[Li+], predict the reaction product. The product is: [C:21]([C:17]1[CH:16]=[C:15]([CH2:14][CH2:13][O:12][C:6]2[CH:5]=[C:4]([CH:9]=[CH:8][C:7]=2[O:10][CH3:11])[C:3]([OH:23])=[O:2])[CH:20]=[CH:19][CH:18]=1)#[N:22].